Dataset: NCI-60 drug combinations with 297,098 pairs across 59 cell lines. Task: Regression. Given two drug SMILES strings and cell line genomic features, predict the synergy score measuring deviation from expected non-interaction effect. (1) Drug 1: CC=C1C(=O)NC(C(=O)OC2CC(=O)NC(C(=O)NC(CSSCCC=C2)C(=O)N1)C(C)C)C(C)C. Drug 2: C1CN1C2=NC(=NC(=N2)N3CC3)N4CC4. Cell line: SF-539. Synergy scores: CSS=90.5, Synergy_ZIP=-0.215, Synergy_Bliss=-0.810, Synergy_Loewe=1.35, Synergy_HSA=5.77. (2) Drug 1: C1CCN(CC1)CCOC2=CC=C(C=C2)C(=O)C3=C(SC4=C3C=CC(=C4)O)C5=CC=C(C=C5)O. Drug 2: CC1=C(C(=O)C2=C(C1=O)N3CC4C(C3(C2COC(=O)N)OC)N4)N. Cell line: MALME-3M. Synergy scores: CSS=25.9, Synergy_ZIP=-2.07, Synergy_Bliss=1.07, Synergy_Loewe=-15.7, Synergy_HSA=-1.37. (3) Drug 1: CC1OCC2C(O1)C(C(C(O2)OC3C4COC(=O)C4C(C5=CC6=C(C=C35)OCO6)C7=CC(=C(C(=C7)OC)O)OC)O)O. Drug 2: CCC(=C(C1=CC=CC=C1)C2=CC=C(C=C2)OCCN(C)C)C3=CC=CC=C3.C(C(=O)O)C(CC(=O)O)(C(=O)O)O. Cell line: SF-539. Synergy scores: CSS=16.6, Synergy_ZIP=-7.05, Synergy_Bliss=-2.04, Synergy_Loewe=-15.6, Synergy_HSA=-1.72. (4) Drug 1: C1=C(C(=O)NC(=O)N1)N(CCCl)CCCl. Drug 2: CN1C(=O)N2C=NC(=C2N=N1)C(=O)N. Cell line: DU-145. Synergy scores: CSS=27.4, Synergy_ZIP=7.07, Synergy_Bliss=8.01, Synergy_Loewe=-11.7, Synergy_HSA=4.30. (5) Drug 1: CCCS(=O)(=O)NC1=C(C(=C(C=C1)F)C(=O)C2=CNC3=C2C=C(C=N3)C4=CC=C(C=C4)Cl)F. Drug 2: CC1=C(C(=CC=C1)Cl)NC(=O)C2=CN=C(S2)NC3=CC(=NC(=N3)C)N4CCN(CC4)CCO. Cell line: SK-MEL-5. Synergy scores: CSS=21.1, Synergy_ZIP=-4.26, Synergy_Bliss=-5.34, Synergy_Loewe=-8.15, Synergy_HSA=-7.03. (6) Drug 1: C1=C(C(=O)NC(=O)N1)F. Drug 2: CC1=C(C=C(C=C1)NC(=O)C2=CC=C(C=C2)CN3CCN(CC3)C)NC4=NC=CC(=N4)C5=CN=CC=C5. Cell line: BT-549. Synergy scores: CSS=29.1, Synergy_ZIP=0.723, Synergy_Bliss=-2.83, Synergy_Loewe=-7.45, Synergy_HSA=-6.24. (7) Drug 1: CC1=C2C(C(=O)C3(C(CC4C(C3C(C(C2(C)C)(CC1OC(=O)C(C(C5=CC=CC=C5)NC(=O)C6=CC=CC=C6)O)O)OC(=O)C7=CC=CC=C7)(CO4)OC(=O)C)O)C)OC(=O)C. Drug 2: CC(C)NC(=O)C1=CC=C(C=C1)CNNC.Cl. Cell line: KM12. Synergy scores: CSS=57.7, Synergy_ZIP=6.47, Synergy_Bliss=-1.70, Synergy_Loewe=-38.8, Synergy_HSA=-3.32.